From a dataset of Full USPTO retrosynthesis dataset with 1.9M reactions from patents (1976-2016). Predict the reactants needed to synthesize the given product. (1) Given the product [Cl:1][C:2]1[N:7]2[CH:8]=[CH:9][N:10]=[C:6]2[C:5]([O:11][CH2:12][C@@H:13]2[CH2:18][CH2:17][CH2:16][N:15]([CH2:19][CH3:35])[CH2:14]2)=[N:4][C:3]=1[C:26]1[CH:31]=[CH:30][C:29]([C:32]#[N:33])=[CH:28][CH:27]=1, predict the reactants needed to synthesize it. The reactants are: [Cl:1][C:2]1[N:7]2[CH:8]=[CH:9][N:10]=[C:6]2[C:5]([O:11][CH2:12][C@@H:13]2[CH2:18][CH2:17][CH2:16][N:15]([C:19](OC(C)(C)C)=O)[CH2:14]2)=[N:4][C:3]=1[C:26]1[CH:31]=[CH:30][C:29]([C:32]#[N:33])=[CH:28][CH:27]=1.F[C:35](F)(F)C(O)=O.C(=O)C.C(O[BH-](OC(=O)C)OC(=O)C)(=O)C.[Na+]. (2) The reactants are: C1CC1.[CH2:4]([O:6][C:7]([CH:9]1[CH2:11][C:10]1([C:18]1[CH:23]=[CH:22][CH:21]=[CH:20][CH:19]=1)[C:12]1[CH:17]=[CH:16][CH:15]=[CH:14][CH:13]=1)=[O:8])[CH3:5].OS(O)(=O)=O.[N:29]([O-])=[O:30].[Na+]. Given the product [CH2:4]([O:6][C:7]([C:9]1[CH2:11][C:10]([C:18]2[CH:23]=[CH:22][CH:21]=[CH:20][CH:19]=2)([C:12]2[CH:17]=[CH:16][CH:15]=[CH:14][CH:13]=2)[O:30][N:29]=1)=[O:8])[CH3:5], predict the reactants needed to synthesize it.